Dataset: Forward reaction prediction with 1.9M reactions from USPTO patents (1976-2016). Task: Predict the product of the given reaction. (1) Given the reactants [C:1]([O:5][C:6]([NH:8][C@H:9]([C:22]([O:24]C)=[O:23])[CH:10]([CH3:21])[C:11]([O:13][CH2:14][C:15]1[CH:20]=[CH:19][CH:18]=[CH:17][CH:16]=1)=[O:12])=[O:7])([CH3:4])([CH3:3])[CH3:2].[OH-].[Li+], predict the reaction product. The product is: [CH2:14]([O:13][C:11](=[O:12])[CH:10]([CH3:21])[C@H:9]([NH:8][C:6]([O:5][C:1]([CH3:3])([CH3:2])[CH3:4])=[O:7])[C:22]([OH:24])=[O:23])[C:15]1[CH:20]=[CH:19][CH:18]=[CH:17][CH:16]=1. (2) Given the reactants [Mg].BrC(Br)C.[CH2:6]([CH:14]([CH2:17][CH2:18][CH2:19][CH2:20][CH2:21][CH2:22][CH2:23][CH2:24][CH2:25][CH3:26])[CH2:15]Br)[CH2:7][CH2:8][CH2:9][CH2:10][CH2:11][CH2:12][CH3:13].[C:27](=O)([O:30]C)[O:28][CH3:29], predict the reaction product. The product is: [CH2:6]([CH:14]([CH2:17][CH2:18][CH2:19][CH2:20][CH2:21][CH2:22][CH2:23][CH2:24][CH2:25][CH3:26])[CH2:15][C:27]([O:28][CH3:29])=[O:30])[CH2:7][CH2:8][CH2:9][CH2:10][CH2:11][CH2:12][CH3:13]. (3) The product is: [C:1]([C:5]1[CH:11]=[C:23]([CH3:24])[C:8](=[C:7]([CH3:6])[CH3:10])[CH:9]=1)([CH3:2])([CH3:3])[CH3:4]. Given the reactants [C:1]([C:5]1[CH2:9][CH:8]=[C:7]([CH3:10])[CH:6]=1)([CH3:4])([CH3:3])[CH3:2].[CH3:11]C(C)=O.N1CCCC1.C(O[CH2:23][CH3:24])C, predict the reaction product.